From a dataset of Full USPTO retrosynthesis dataset with 1.9M reactions from patents (1976-2016). Predict the reactants needed to synthesize the given product. (1) Given the product [Cl:1][C:2]1[CH:3]=[C:4]2[C:8](=[CH:9][CH:10]=1)[N:7]([C:11]1[N:15]([CH3:16])[N:14]=[C:13]([CH3:17])[C:12]=1[CH2:18][CH:19]1[S:23][C:22](=[O:24])[NH:21][C:20]1=[O:25])[CH:6]=[CH:5]2, predict the reactants needed to synthesize it. The reactants are: [Cl:1][C:2]1[CH:3]=[C:4]2[C:8](=[CH:9][CH:10]=1)[N:7]([C:11]1[N:15]([CH3:16])[N:14]=[C:13]([CH3:17])[C:12]=1/[CH:18]=[C:19]1/[C:20](=[O:25])[NH:21][C:22](=[O:24])[S:23]/1)[CH:6]=[CH:5]2.[H][H]. (2) Given the product [CH2:35]([O:34][C:32]([C:30]1[N:31]=[C:26]2[CH:25]=[CH:24][C:23]([NH:21][C:19]([C:6]3[N:7]([CH2:11][C:12]4[CH:17]=[CH:16][CH:15]=[C:14]([F:18])[CH:13]=4)[C:8]4[C:4]([CH:5]=3)=[CH:3][C:2]([F:1])=[CH:10][CH:9]=4)=[O:20])=[N:28][N:27]2[CH:29]=1)=[O:33])[CH3:36], predict the reactants needed to synthesize it. The reactants are: [F:1][C:2]1[CH:3]=[C:4]2[C:8](=[CH:9][CH:10]=1)[N:7]([CH2:11][C:12]1[CH:17]=[CH:16][CH:15]=[C:14]([F:18])[CH:13]=1)[C:6]([C:19]([NH2:21])=[O:20])=[CH:5]2.Br[C:23]1[CH:24]=[CH:25][C:26]2[N:27]([CH:29]=[C:30]([C:32]([O:34][CH2:35][CH3:36])=[O:33])[N:31]=2)[N:28]=1.C(=O)([O-])[O-].[K+].[K+].[C@@H]1(N)CCCC[C@H]1N.